This data is from KCNQ2 potassium channel screen with 302,405 compounds. The task is: Binary Classification. Given a drug SMILES string, predict its activity (active/inactive) in a high-throughput screening assay against a specified biological target. (1) The compound is FC(F)(F)c1cc(COC(=O)CCc2c3c([nH]c2)cccc3)ccc1. The result is 0 (inactive). (2) The molecule is Brc1cc2C(N(C(=O)Nc2cc1)CC(OC)=O)c1ccccc1. The result is 1 (active). (3) The compound is S(=O)(=O)(N1CC(CCC1)C(=O)NCCc1cc(OCC)c(OCC)cc1)N1CCN(CC1)C(OCC)=O. The result is 0 (inactive). (4) The drug is O(Cc1onc(C(=O)NCCc2nc3n(c2)cccc3)c1)c1cc2c(nccc2)cc1. The result is 0 (inactive). (5) The drug is S=C(N1CCOCC1)c1cc(OCC)c(OC(=O)c2cc(ccc2)C)cc1. The result is 0 (inactive). (6) The molecule is S(=O)(=O)(N1CCN(CC1)c1ncccc1)c1cc(F)c(F)cc1. The result is 0 (inactive).